Dataset: Forward reaction prediction with 1.9M reactions from USPTO patents (1976-2016). Task: Predict the product of the given reaction. (1) Given the reactants [O:1]1[CH:6]=[CH:5][CH2:4][CH2:3][CH2:2]1.[Br:7][CH2:8][CH2:9][CH2:10][CH2:11][C:12]([CH3:21])([C:15]1[CH:20]=[CH:19][CH:18]=[CH:17][CH:16]=1)[CH2:13][OH:14], predict the reaction product. The product is: [Br:7][CH2:8][CH2:9][CH2:10][CH2:11][C:12]([CH3:21])([C:15]1[CH:16]=[CH:17][CH:18]=[CH:19][CH:20]=1)[CH2:13][O:14][CH:6]1[CH2:5][CH2:4][CH2:3][CH2:2][O:1]1. (2) Given the reactants [Cl:1][C:2]1[CH:7]=[CH:6][C:5]([CH2:8][C:9]([NH:11][CH2:12][CH:13]2[CH2:40][CH2:39][C:16]3[N:17](C(C4C=CC=CC=4)(C4C=CC=CC=4)C4C=CC=CC=4)[CH:18]=[N:19][C:15]=3[CH2:14]2)=[O:10])=[CH:4][CH:3]=1.ClC1C=CC(CC(NCC2CCC3N=CN(C(C4C=CC=CC=4)(C4C=CC=CC=4)C4C=CC=CC=4)C=3C2)=O)=CC=1, predict the reaction product. The product is: [Cl:1][C:2]1[CH:7]=[CH:6][C:5]([CH2:8][C:9]([NH:11][CH2:12][CH:13]2[CH2:40][CH2:39][C:16]3[NH:17][CH:18]=[N:19][C:15]=3[CH2:14]2)=[O:10])=[CH:4][CH:3]=1.